Task: Predict the reaction yield, written as a fraction of the theoretical maximum amount of product (1.0 means a 100% yield; for example, 0.34 means a 34% yield).. Dataset: Reaction yield outcomes from USPTO patents with 853,638 reactions (1) The reactants are C([O:3][P:4]([O:8][CH2:9][CH3:10])[O:5][CH2:6][CH3:7])C.Br[CH2:12][C:13]1[CH:18]=[CH:17][C:16]([C:19]([OH:21])=[O:20])=[CH:15][CH:14]=1. The catalyst is C1(C)C=CC=CC=1. The product is [CH2:9]([O:8][P:4]([CH2:12][C:13]1[CH:18]=[CH:17][C:16]([C:19]([OH:21])=[O:20])=[CH:15][CH:14]=1)([O:5][CH2:6][CH3:7])=[O:3])[CH3:10]. The yield is 0.770. (2) The reactants are C([O:3][C:4](=[O:42])[CH2:5][N:6]([S:29]([N:32]1[C:41]2[C:36](=[CH:37][CH:38]=[CH:39][CH:40]=2)[CH2:35][CH2:34][CH2:33]1)(=[O:31])=[O:30])[CH2:7][C:8]1[CH:13]=[CH:12][C:11]([O:14][CH2:15][CH2:16][C:17]2[N:18]=[C:19]([C:24]3[S:25][CH:26]=[CH:27][CH:28]=3)[O:20][C:21]=2[O:22][CH3:23])=[CH:10][CH:9]=1)C.O.[OH-].[Li+]. No catalyst specified. The product is [N:32]1([S:29]([N:6]([CH2:5][C:4]([OH:42])=[O:3])[CH2:7][C:8]2[CH:13]=[CH:12][C:11]([O:14][CH2:15][CH2:16][C:17]3[N:18]=[C:19]([C:24]4[S:25][CH:26]=[CH:27][CH:28]=4)[O:20][C:21]=3[O:22][CH3:23])=[CH:10][CH:9]=2)(=[O:31])=[O:30])[C:41]2[C:36](=[CH:37][CH:38]=[CH:39][CH:40]=2)[CH2:35][CH2:34][CH2:33]1. The yield is 0.990. (3) The reactants are Cl[C:2]1[C:7]([C:8]#[N:9])=[CH:6][CH:5]=[CH:4][N:3]=1.C(=O)([O-])[O-].[K+].[K+].[NH2:16][CH2:17][CH2:18][NH:19][C:20](=[O:26])[O:21][C:22]([CH3:25])(C)C.O1CCO[CH2:29][CH2:28]1. No catalyst specified. The product is [C:8]([C:7]1[C:2]([NH:16][CH2:17][CH2:18][NH:19][C:20]([O:21][CH2:22][CH2:25][CH2:28][CH3:29])=[O:26])=[N:3][CH:4]=[CH:5][CH:6]=1)#[N:9]. The yield is 0.710. (4) The reactants are [CH3:1][O:2][C:3]1[CH:8]=[CH:7][C:6]([N:9]2[C:13]3[C:14](=[O:31])[N:15]([C:18]4[CH:23]=[CH:22][C:21]([N:24]5[CH:29]=[CH:28][CH:27]=[CH:26][C:25]5=[O:30])=[CH:20][CH:19]=4)[CH2:16][CH2:17][C:12]=3[C:11]([C:32]#[N:33])=[N:10]2)=[CH:5][CH:4]=1.[N-:34]=[N+:35]=[N-:36].[Na+].[NH4+].[Cl-].C(Cl)(C1C=CC=CC=1)(C1C=CC=CC=1)C1C=CC=CC=1. The catalyst is CN(C=O)C.N1C=CC=CC=1.O. The product is [CH3:1][O:2][C:3]1[CH:8]=[CH:7][C:6]([N:9]2[C:13]3[C:14](=[O:31])[N:15]([C:18]4[CH:23]=[CH:22][C:21]([N:24]5[CH:29]=[CH:28][CH:27]=[CH:26][C:25]5=[O:30])=[CH:20][CH:19]=4)[CH2:16][CH2:17][C:12]=3[C:11]([C:32]3[NH:36][N:35]=[N:34][N:33]=3)=[N:10]2)=[CH:5][CH:4]=1. The yield is 0.0900.